From a dataset of Reaction yield outcomes from USPTO patents with 853,638 reactions. Predict the reaction yield, written as a fraction of the theoretical maximum amount of product (1.0 means a 100% yield; for example, 0.34 means a 34% yield). (1) The reactants are [NH2:1][C:2]1[C:3](=[O:16])[N:4]([CH2:8][C:9]([O:11][C:12]([CH3:15])([CH3:14])[CH3:13])=[O:10])[CH:5]=[CH:6][CH:7]=1.CN1CCOCC1.[C:24]1([CH2:30][S:31](Cl)(=[O:33])=[O:32])[CH:29]=[CH:28][CH:27]=[CH:26][CH:25]=1. The catalyst is C(Cl)Cl. The product is [CH2:30]([S:31]([NH:1][C:2]1[C:3](=[O:16])[N:4]([CH2:8][C:9]([O:11][C:12]([CH3:13])([CH3:15])[CH3:14])=[O:10])[CH:5]=[CH:6][CH:7]=1)(=[O:33])=[O:32])[C:24]1[CH:29]=[CH:28][CH:27]=[CH:26][CH:25]=1. The yield is 0.960. (2) The reactants are [Cl:1][C:2]1[CH:7]=[CH:6][C:5]([CH3:8])=[CH:4][C:3]=1[OH:9].CI.[C:12]([O-])([O-])=O.[K+].[K+]. The catalyst is CC#N. The product is [Cl:1][C:2]1[CH:7]=[CH:6][C:5]([CH3:8])=[CH:4][C:3]=1[O:9][CH3:12]. The yield is 0.890. (3) The reactants are [NH2:1][C:2]1[C:11]([N+:12]([O-])=O)=[CH:10][C:9]([Br:15])=[C:8]([O:16][CH3:17])[C:3]=1[C:4]([O:6][CH3:7])=[O:5].O.[F:19][C:20]1[CH:21]=[C:22]([C:27]([CH:29]=O)=O)[CH:23]=[CH:24][C:25]=1[F:26]. The catalyst is C(OCC)(=O)C.[Pd]. The product is [Br:15][C:9]1[C:8]([O:16][CH3:17])=[C:3]([C:4]([O:6][CH3:7])=[O:5])[C:2]2[N:1]=[C:27]([C:22]3[CH:23]=[CH:24][C:25]([F:26])=[C:20]([F:19])[CH:21]=3)[CH:29]=[N:12][C:11]=2[CH:10]=1. The yield is 0.620. (4) The reactants are [Cl:1][C:2]1[CH:3]=[C:4]([C:9](=[O:11])[CH3:10])[CH:5]=[C:6]([Cl:8])[CH:7]=1.[N:12]1([C:17]2[CH:24]=[CH:23][C:20]([CH:21]=O)=[CH:19][CH:18]=2)[CH:16]=[N:15][CH:14]=[N:13]1.[OH-].[Na+]. The catalyst is C(O)C.O. The product is [N:12]1([C:17]2[CH:24]=[CH:23][C:20](/[CH:21]=[CH:10]/[C:9]([C:4]3[CH:3]=[C:2]([Cl:1])[CH:7]=[C:6]([Cl:8])[CH:5]=3)=[O:11])=[CH:19][CH:18]=2)[CH:16]=[N:15][CH:14]=[N:13]1. The yield is 0.170. (5) The reactants are [Cl:1][C:2]1[CH:7]=[CH:6][C:5]([C:8]2([OH:27])[C:16]3[C:11](=[CH:12][CH:13]=[CH:14][CH:15]=3)[C:10](=[O:17])[N:9]2[CH:18]([C:20]2[CH:25]=[CH:24][C:23]([Cl:26])=[CH:22][CH:21]=2)[CH3:19])=[CH:4][CH:3]=1.[CH2:28](O)[CH2:29][CH2:30][CH2:31][OH:32]. No catalyst specified. The product is [Cl:1][C:2]1[CH:7]=[CH:6][C:5]([C:8]2([O:27][CH2:28][CH2:29][CH2:30][CH2:31][OH:32])[C:16]3[C:11](=[CH:12][CH:13]=[CH:14][CH:15]=3)[C:10](=[O:17])[N:9]2[CH:18]([C:20]2[CH:21]=[CH:22][C:23]([Cl:26])=[CH:24][CH:25]=2)[CH3:19])=[CH:4][CH:3]=1. The yield is 0.640.